This data is from Forward reaction prediction with 1.9M reactions from USPTO patents (1976-2016). The task is: Predict the product of the given reaction. (1) Given the reactants [OH-].[Na+:2].[Cl:3][C:4]1[CH:5]=[CH:6][C:7]([NH:14][C:15]([C:17]2[CH:22]=[CH:21][CH:20]=[C:19]([C:23]3[C:32]4[C:27](=[CH:28][CH:29]=[CH:30][CH:31]=4)[CH:26]=[N:25][CH:24]=3)[CH:18]=2)=[O:16])=[C:8]([CH:13]=1)[C:9]([O:11]C)=[O:10], predict the reaction product. The product is: [Cl:3][C:4]1[CH:5]=[CH:6][C:7]([NH:14][C:15]([C:17]2[CH:22]=[CH:21][CH:20]=[C:19]([C:23]3[C:32]4[C:27](=[CH:28][CH:29]=[CH:30][CH:31]=4)[CH:26]=[N:25][CH:24]=3)[CH:18]=2)=[O:16])=[C:8]([CH:13]=1)[C:9]([O-:11])=[O:10].[Na+:2]. (2) Given the reactants Br[C:2]1[CH:3]=[CH:4][C:5]2[C:6]3[N:14]([CH2:15][CH2:16][CH2:17][O:18][CH:19]([CH3:21])[CH3:20])[C:13]([CH2:22][O:23][CH2:24][CH3:25])=[N:12][C:7]=3[CH:8]=[N:9][C:10]=2[CH:11]=1.N[C@@H]1CCCC[C@H]1N.[NH:34]1[CH2:38][CH2:37][CH2:36][C:35]1=[O:39].P([O-])([O-])([O-])=O.[K+].[K+].[K+], predict the reaction product. The product is: [CH2:24]([O:23][CH2:22][C:13]1[N:14]([CH2:15][CH2:16][CH2:17][O:18][CH:19]([CH3:21])[CH3:20])[C:6]2[C:5]3[CH:4]=[CH:3][C:2]([N:34]4[CH2:38][CH2:37][CH2:36][C:35]4=[O:39])=[CH:11][C:10]=3[N:9]=[CH:8][C:7]=2[N:12]=1)[CH3:25]. (3) Given the reactants CC(O)C.Cl.Cl.[NH2:7][CH2:8][C:9]1[C:10]([CH2:26][CH:27]([CH3:29])[CH3:28])=[N:11][C:12]([CH3:25])=[C:13]([C:17]=1[C:18]1[CH:23]=[CH:22][C:21]([CH3:24])=[CH:20][CH:19]=1)[C:14]([OH:16])=[O:15].[OH-].[Na+], predict the reaction product. The product is: [NH2:7][CH2:8][C:9]1[C:10]([CH2:26][CH:27]([CH3:29])[CH3:28])=[N:11][C:12]([CH3:25])=[C:13]([C:17]=1[C:18]1[CH:23]=[CH:22][C:21]([CH3:24])=[CH:20][CH:19]=1)[C:14]([OH:16])=[O:15]. (4) Given the reactants [OH:1][CH2:2][C:3]1[C:11]2[C:6](=[N:7][CH:8]=[CH:9][CH:10]=2)[N:5]([C:12]([O:14][C:15]([CH3:18])([CH3:17])[CH3:16])=[O:13])[CH:4]=1.C(N(CC)CC)C.[CH3:26][S:27](Cl)(=[O:29])=[O:28], predict the reaction product. The product is: [CH3:26][S:27]([O:1][CH2:2][C:3]1[C:11]2[C:6](=[N:7][CH:8]=[CH:9][CH:10]=2)[N:5]([C:12]([O:14][C:15]([CH3:18])([CH3:17])[CH3:16])=[O:13])[CH:4]=1)(=[O:29])=[O:28]. (5) Given the reactants [C:1]([O:4][C:5]1[C:6]([C:15]([OH:17])=O)=[CH:7][C:8]2[C:13]([CH:14]=1)=[CH:12][CH:11]=[CH:10][CH:9]=2)(=[O:3])[CH3:2].C(OCC)(=O)C.C(Cl)(=O)C([Cl:27])=O, predict the reaction product. The product is: [C:1]([O:4][C:5]1[C:6]([C:15]([Cl:27])=[O:17])=[CH:7][C:8]2[C:13]([CH:14]=1)=[CH:12][CH:11]=[CH:10][CH:9]=2)(=[O:3])[CH3:2]. (6) Given the reactants [Si:1]([O:8][CH2:9][CH2:10][N:11]([CH2:15][CH2:16][OH:17])[CH2:12][CH2:13][OH:14])([C:4]([CH3:7])([CH3:6])[CH3:5])([CH3:3])[CH3:2].O[N:19]1[C:23](=[O:24])[C:22]2=[CH:25][CH:26]=[CH:27][CH:28]=[C:21]2[C:20]1=[O:29].[C:43]1(P([C:43]2[CH:48]=[CH:47][CH:46]=[CH:45][CH:44]=2)[C:43]2[CH:48]=[CH:47][CH:46]=[CH:45][CH:44]=2)[CH:48]=[CH:47][CH:46]=[CH:45][CH:44]=1.C([O:52][C:53]([N+:55]([C:57](OC(C)C)=[O:58])=[N-])=O)(C)C, predict the reaction product. The product is: [C:23]1(=[O:24])[N:19]([O:17][CH2:16][CH2:15][N:11]([CH2:10][CH2:9][O:8][Si:1]([C:4]([CH3:7])([CH3:6])[CH3:5])([CH3:3])[CH3:2])[CH2:12][CH2:13][O:14][N:55]2[C:57](=[O:58])[C:48]3=[CH:47][CH:46]=[CH:45][CH:44]=[C:43]3[C:53]2=[O:52])[C:20](=[O:29])[C:21]2=[CH:28][CH:27]=[CH:26][CH:25]=[C:22]12. (7) Given the reactants Br[C:2]1[CH:3]=[C:4]([CH:6]=[C:7]([Cl:9])[CH:8]=1)[NH2:5].ClC1C([B:18]2[O:22][C:21]([CH3:24])([CH3:23])[C:20]([CH3:26])([CH3:25])[O:19]2)=CC=CC=1N, predict the reaction product. The product is: [Cl:9][C:7]1[CH:6]=[C:4]([CH:3]=[C:2]([B:18]2[O:22][C:21]([CH3:24])([CH3:23])[C:20]([CH3:26])([CH3:25])[O:19]2)[CH:8]=1)[NH2:5]. (8) Given the reactants [NH2:1][C:2]1[CH:7]=[CH:6][C:5]([F:8])=[CH:4][C:3]=1[NH:9][C:10]1[N:15]=[C:14]([NH:16][C@H:17]2[C:26]3[C:21](=[CH:22][CH:23]=[CH:24][CH:25]=3)[C:20](=[O:27])[CH2:19][CH2:18]2)[C:13]([N+:28]([O-:30])=[O:29])=[CH:12][N:11]=1.[CH:31](OC)(OC)OC, predict the reaction product. The product is: [F:8][C:5]1[CH:6]=[CH:7][C:2]2[N:1]=[CH:31][N:9]([C:10]3[N:15]=[C:14]([NH:16][C@H:17]4[C:26]5[C:21](=[CH:22][CH:23]=[CH:24][CH:25]=5)[C:20](=[O:27])[CH2:19][CH2:18]4)[C:13]([N+:28]([O-:30])=[O:29])=[CH:12][N:11]=3)[C:3]=2[CH:4]=1. (9) Given the reactants [OH:1][C@@H:2]1[CH2:17][C@@H:5]2[S:6][C@@H:7]([CH2:10][CH2:11][CH2:12][C:13]([O:15]C)=[O:14])[CH2:8][CH2:9][C@@H:4]2[C@H:3]1/[CH:18]=[CH:19]/[C@@H:20]([OH:29])[CH2:21][O:22][C:23]1[CH:28]=[CH:27][CH:26]=[CH:25][CH:24]=1.[OH-].[Na+].Cl, predict the reaction product. The product is: [OH:1][C@@H:2]1[CH2:17][C@@H:5]2[S:6][C@@H:7]([CH2:10][CH2:11][CH2:12][C:13]([OH:15])=[O:14])[CH2:8][CH2:9][C@@H:4]2[C@H:3]1/[CH:18]=[CH:19]/[C@@H:20]([OH:29])[CH2:21][O:22][C:23]1[CH:28]=[CH:27][CH:26]=[CH:25][CH:24]=1.